From a dataset of Peptide-MHC class I binding affinity with 185,985 pairs from IEDB/IMGT. Regression. Given a peptide amino acid sequence and an MHC pseudo amino acid sequence, predict their binding affinity value. This is MHC class I binding data. (1) The peptide sequence is YTLFVFTNK. The MHC is HLA-A31:01 with pseudo-sequence HLA-A31:01. The binding affinity (normalized) is 0.0847. (2) The peptide sequence is VFLPNTHNL. The MHC is HLA-B15:01 with pseudo-sequence HLA-B15:01. The binding affinity (normalized) is 0.0847.